This data is from Peptide-MHC class I binding affinity with 185,985 pairs from IEDB/IMGT. The task is: Regression. Given a peptide amino acid sequence and an MHC pseudo amino acid sequence, predict their binding affinity value. This is MHC class I binding data. The peptide sequence is GSDKQVVGQ. The MHC is HLA-A69:01 with pseudo-sequence HLA-A69:01. The binding affinity (normalized) is 0.0847.